This data is from Reaction yield outcomes from USPTO patents with 853,638 reactions. The task is: Predict the reaction yield, written as a fraction of the theoretical maximum amount of product (1.0 means a 100% yield; for example, 0.34 means a 34% yield). (1) The reactants are [CH3:1][N:2]([CH3:27])[CH2:3][CH2:4][O:5][C:6]1[CH:7]=[C:8]2[C:13](=[CH:14][CH:15]=1)[CH:12]=[C:11]([C:16]([C:18]1[CH:19]=[C:20]([CH:23]=[CH:24][C:25]=1F)[C:21]#[N:22])=O)[CH:10]=[CH:9]2.O.[NH2:29][NH2:30]. The catalyst is C1(C)C=CC=CC=1. The product is [CH3:1][N:2]([CH3:27])[CH2:3][CH2:4][O:5][C:6]1[CH:7]=[C:8]2[C:13](=[CH:14][CH:15]=1)[CH:12]=[C:11]([C:16]1[C:18]3[C:25](=[CH:24][CH:23]=[C:20]([C:21]#[N:22])[CH:19]=3)[NH:30][N:29]=1)[CH:10]=[CH:9]2. The yield is 0.350. (2) The yield is 0.450. The catalyst is CS(C)=O. The reactants are Cl[CH2:2][C:3]1[CH:4]=[C:5]([O:12][CH3:13])[C:6]2[O:10][CH2:9][O:8][C:7]=2[CH:11]=1.[C-:14]#[N:15].[Na+].O. The product is [CH3:13][O:12][C:5]1[C:6]2[O:10][CH2:9][O:8][C:7]=2[CH:11]=[C:3]([CH2:2][C:14]#[N:15])[CH:4]=1. (3) The reactants are [CH2:1]([C:3]1([OH:29])[C:26]2[CH:25]=[C:24]3[N:10]([CH2:11][C:12]4[C:13]3=[N:14][C:15]3[CH:16]=[C:17]([F:23])[C:18]([F:22])=[CH:19][C:20]=3[CH:21]=4)[C:9](=[O:27])[C:8]=2[CH2:7][O:6][C:5](=[O:28])[CH2:4]1)[CH3:2].[C:30]([NH:37][CH2:38][C:39](O)=[O:40])([O:32][C:33]([CH3:36])([CH3:35])[CH3:34])=[O:31].C1(N=C=NC2CCCCC2)CCCCC1. The catalyst is CN(C)C1C=CN=CC=1.N1C=CC=CC=1. The product is [C:33]([O:32][C:30]([NH:37][CH2:38][C:39]([O:29][C:3]1([CH2:1][CH3:2])[C:26]2[CH:25]=[C:24]3[N:10]([CH2:11][C:12]4[C:13]3=[N:14][C:15]3[CH:16]=[C:17]([F:23])[C:18]([F:22])=[CH:19][C:20]=3[CH:21]=4)[C:9](=[O:27])[C:8]=2[CH2:7][O:6][C:5](=[O:28])[CH2:4]1)=[O:40])=[O:31])([CH3:36])([CH3:35])[CH3:34]. The yield is 0.140. (4) The reactants are [CH2:1]([C:3]1[C:4]([O:16]C)=[N:5][C:6]([CH3:15])=[C:7]([C:9]2[N:13]=[C:12]([CH3:14])[O:11][N:10]=2)[CH:8]=1)[CH3:2].[I-].[Na+].C(#N)C.Cl[Si](C)(C)C. The catalyst is O.CCOCC. The product is [CH2:1]([C:3]1[C:4](=[O:16])[NH:5][C:6]([CH3:15])=[C:7]([C:9]2[N:13]=[C:12]([CH3:14])[O:11][N:10]=2)[CH:8]=1)[CH3:2]. The yield is 0.580. (5) The reactants are [CH3:1][O:2][C:3](=[O:14])[C:4]1[C:5](=[CH:7][C:8]([N+:11]([O-:13])=[O:12])=[CH:9][CH:10]=1)[NH2:6].C(N(CC)CC)C.[C:22]([C:26]1[CH:34]=[CH:33][C:29]([C:30](Cl)=[O:31])=[CH:28][CH:27]=1)([CH3:25])([CH3:24])[CH3:23]. The catalyst is C(Cl)Cl.[Cl-].[Na+].O. The product is [CH3:1][O:2][C:3](=[O:14])[C:4]1[CH:10]=[CH:9][C:8]([N+:11]([O-:13])=[O:12])=[CH:7][C:5]=1[NH:6][C:30](=[O:31])[C:29]1[CH:33]=[CH:34][C:26]([C:22]([CH3:24])([CH3:23])[CH3:25])=[CH:27][CH:28]=1. The yield is 0.600. (6) The reactants are [Br:1][C:2]1[CH:7]=[C:6]([Cl:8])[CH:5]=[CH:4][N:3]=1.C([N-]C(C)C)(C)C.[Li+].CN([CH:20]=[O:21])C. The catalyst is O1CCCC1. The product is [Br:1][C:2]1[N:3]=[CH:4][CH:5]=[C:6]([Cl:8])[C:7]=1[CH:20]=[O:21]. The yield is 0.480. (7) The reactants are Br[C:2]1[CH:3]=[CH:4][C:5]([F:21])=[C:6]2[C:11]=1[NH:10][CH:9]=[C:8]([C:12]1[CH:17]=[CH:16][C:15]([O:18][CH3:19])=[CH:14][CH:13]=1)[C:7]2=[O:20].[O:22]1[CH:26]=[CH:25][CH:24]=[C:23]1B(O)O.C(=O)([O-])[O-].[Na+].[Na+].COCCOC. The catalyst is C1C=CC(P(C2C=CC=CC=2)[C-]2C=CC=C2)=CC=1.C1C=CC(P(C2C=CC=CC=2)[C-]2C=CC=C2)=CC=1.Cl[Pd]Cl.[Fe+2].ClCCl.ClCCl. The product is [F:21][C:5]1[CH:4]=[CH:3][C:2]([C:23]2[O:22][CH:26]=[CH:25][CH:24]=2)=[C:11]2[C:6]=1[C:7](=[O:20])[C:8]([C:12]1[CH:17]=[CH:16][C:15]([O:18][CH3:19])=[CH:14][CH:13]=1)=[CH:9][NH:10]2. The yield is 0.700. (8) The reactants are [Cl:1][C:2]1[C:3]([F:45])=[C:4]([C@@H:8]2[C@:12]([C:15]3[CH:20]=[CH:19][C:18]([Cl:21])=[CH:17][C:16]=3[F:22])([C:13]#[N:14])[C@H:11]([CH2:23][C:24]([CH3:27])([CH3:26])[CH3:25])[NH:10][C@H:9]2[C:28]([NH:30][C:31]2[CH:39]=[CH:38][C:34]([C:35]([OH:37])=[O:36])=[CH:33][C:32]=2[O:40][C:41](F)(F)F)=[O:29])[CH:5]=[CH:6][CH:7]=1.[CH3:46][C:47]([OH:49])=[O:48].C(O[BH-](O[C:60](=O)[CH3:61])OC(=O)C)(=O)C.[Na+].[Li+].[OH-].[CH2:66]1[CH2:70]OC[CH2:67]1. The catalyst is [OH-].[Na+]. The product is [Cl:1][C:2]1[C:3]([F:45])=[C:4]([C@H:8]2[C@H:9]3[N:10]([C@H:67]([C@H:66]4[CH2:70][C@@H:46]4[C:47]([O:49][CH2:60][CH3:61])=[O:48])[N:30]([C:31]4[CH:39]=[CH:38][C:34]([C:35]([OH:37])=[O:36])=[CH:33][C:32]=4[O:40][CH3:41])[C:28]3=[O:29])[C@@H:11]([CH2:23][C:24]([CH3:27])([CH3:25])[CH3:26])[C@@:12]2([C:15]2[CH:20]=[CH:19][C:18]([Cl:21])=[CH:17][C:16]=2[F:22])[C:13]#[N:14])[CH:5]=[CH:6][CH:7]=1. The yield is 0.00800. (9) The reactants are [NH2:1][C:2]1[C:3]2[C:10]([C:11]([NH2:13])=[O:12])=[CH:9][N:8]([C@@H:14]3[O:24][C@H:23]4[C@@H:16]([O:17][Si](C(C)C)(C(C)C)O[Si](C(C)C)(C(C)C)[O:21][CH2:22]4)[C@H:15]3[N:37]=[N+:38]=[N-:39])[C:4]=2[N:5]=[CH:6][N:7]=1.CCCC[N+](CCCC)(CCCC)CCCC.[F-]. The catalyst is C1COCC1. The product is [NH2:1][C:2]1[C:3]2[C:10]([C:11]([NH2:13])=[O:12])=[CH:9][N:8]([C@H:14]3[C@@H:15]([N:37]=[N+:38]=[N-:39])[C@H:16]([OH:17])[C@@H:23]([CH2:22][OH:21])[O:24]3)[C:4]=2[N:5]=[CH:6][N:7]=1. The yield is 0.530.